From a dataset of Forward reaction prediction with 1.9M reactions from USPTO patents (1976-2016). Predict the product of the given reaction. Given the reactants [CH:1]1[CH:6]=[CH:5][C:4]([CH:7]([NH2:14])[C:8]2[CH:13]=[CH:12][CH:11]=[CH:10][CH:9]=2)=[CH:3][CH:2]=1.[C@H:15](O)([C:21]([O-])=O)[C@@H:16]([OH:20])[C:17]([O-])=[O:18].[Na+].[K+].[OH-].[Na+], predict the reaction product. The product is: [CH:7]([NH:14][CH:15]([CH3:21])[CH:16]([OH:20])[CH2:17][OH:18])([C:4]1[CH:5]=[CH:6][CH:1]=[CH:2][CH:3]=1)[C:8]1[CH:13]=[CH:12][CH:11]=[CH:10][CH:9]=1.